Task: Predict the product of the given reaction.. Dataset: Forward reaction prediction with 1.9M reactions from USPTO patents (1976-2016) Given the reactants Cl.[CH3:2][CH:3]1[CH2:8][CH2:7][CH2:6][CH:5]([CH3:9])[N:4]1[CH2:10][C:11]([OH:13])=[O:12].O[N:15]1[C:19](=[O:20])[CH2:18][CH2:17][C:16]1=[O:21], predict the reaction product. The product is: [O:21]=[C:16]1[CH2:17][CH2:18][C:19](=[O:20])[N:15]1[O:12][C:11](=[O:13])[CH2:10][N:4]1[CH:3]([CH3:2])[CH2:8][CH2:7][CH2:6][CH:5]1[CH3:9].